This data is from Full USPTO retrosynthesis dataset with 1.9M reactions from patents (1976-2016). The task is: Predict the reactants needed to synthesize the given product. (1) Given the product [C:33]([O:32][C:30]([N:23]1[CH2:22][CH2:21][CH:20]([O:19][C:17]2[CH:16]=[C:15]([OH:26])[CH:14]=[C:13]3[C:18]=2[C:9]([NH:8][C:7]2[C:2]([Cl:1])=[CH:3][CH:4]=[C:5]4[O:29][CH2:28][O:27][C:6]=24)=[N:10][CH:11]=[N:12]3)[CH2:25][CH2:24]1)=[O:31])([CH3:36])([CH3:35])[CH3:34], predict the reactants needed to synthesize it. The reactants are: [Cl:1][C:2]1[C:7]([NH:8][C:9]2[C:18]3[C:13](=[CH:14][C:15]([OH:26])=[CH:16][C:17]=3[O:19][CH:20]3[CH2:25][CH2:24][NH:23][CH2:22][CH2:21]3)[N:12]=[CH:11][N:10]=2)=[C:6]2[O:27][CH2:28][O:29][C:5]2=[CH:4][CH:3]=1.[C:30](OC([O-])=O)([O:32][C:33]([CH3:36])([CH3:35])[CH3:34])=[O:31]. (2) The reactants are: [C:1]([O:5][C:6]([N:8]([CH2:24][CH:25]=[CH:26][Cl:27])[C:9]1[CH:18]=[CH:17][C:16]2[C:11](=[CH:12][CH:13]=[C:14]([C:19]([O:21][CH3:22])=[O:20])[CH:15]=2)[C:10]=1Br)=[O:7])([CH3:4])([CH3:3])[CH3:2].CCCC[SnH](CCCC)CCCC.CC(N=NC(C#N)(C)C)(C#N)C. Given the product [C:1]([O:5][C:6]([N:8]1[C:9]2[CH:18]=[CH:17][C:16]3[CH:15]=[C:14]([C:19]([O:21][CH3:22])=[O:20])[CH:13]=[CH:12][C:11]=3[C:10]=2[CH:25]([CH2:26][Cl:27])[CH2:24]1)=[O:7])([CH3:4])([CH3:3])[CH3:2], predict the reactants needed to synthesize it. (3) Given the product [Br:15][CH2:9][CH2:10][CH2:11][CH2:12][CH2:16][CH2:17][N:1]([CH2:14][CH2:13][CH2:12][CH2:11][CH2:10][CH2:9][Br:15])[C:2]1[CH:7]=[CH:6][CH:5]=[CH:4][CH:3]=1, predict the reactants needed to synthesize it. The reactants are: [NH2:1][C:2]1[CH:7]=[CH:6][CH:5]=[CH:4][CH:3]=1.Br[CH:9]([Br:15])[CH2:10][CH2:11][CH2:12][CH2:13][CH3:14].[C:16]([O-])(=O)[CH3:17].[Na+]. (4) Given the product [C:9]([NH:16][CH2:17][CH2:18][Br:19])([O:11][C:12]([CH3:13])([CH3:14])[CH3:15])=[O:10], predict the reactants needed to synthesize it. The reactants are: [CH3:13][C:12]([O:11][C:9](O[C:9]([O:11][C:12]([CH3:15])([CH3:14])[CH3:13])=[O:10])=[O:10])([CH3:15])[CH3:14].[NH2:16][CH2:17][CH2:18][Br:19].Br.CCN(CC)CC.